This data is from Forward reaction prediction with 1.9M reactions from USPTO patents (1976-2016). The task is: Predict the product of the given reaction. Given the reactants [NH:1]([C:31]([O:33][C:34]([CH3:37])([CH3:36])[CH3:35])=[O:32])[C@@H:2]([C:13]([NH:15][C@H:16]([C:27]([O:29][CH3:30])=[O:28])[CH2:17][C:18]1[CH:23]=[CH:22][C:21]([N+:24]([O-])=O)=[CH:20][CH:19]=1)=[O:14])[CH2:3][C:4]1[CH:9]=[CH:8][C:7]([N+:10]([O-])=O)=[CH:6][CH:5]=1, predict the reaction product. The product is: [NH:1]([C:31]([O:33][C:34]([CH3:37])([CH3:36])[CH3:35])=[O:32])[C@@H:2]([C:13]([NH:15][C@H:16]([C:27]([O:29][CH3:30])=[O:28])[CH2:17][C:18]1[CH:23]=[CH:22][C:21]([NH2:24])=[CH:20][CH:19]=1)=[O:14])[CH2:3][C:4]1[CH:9]=[CH:8][C:7]([NH2:10])=[CH:6][CH:5]=1.